Task: Predict the reactants needed to synthesize the given product.. Dataset: Retrosynthesis with 50K atom-mapped reactions and 10 reaction types from USPTO Given the product O=C(O)c1cnc(N2CCC(N3C(=O)OCc4ccccc43)CC2)c(Cl)c1, predict the reactants needed to synthesize it. The reactants are: O=C(O)c1cnc(Cl)c(Cl)c1.O=C1OCc2ccccc2N1C1CCNCC1.